This data is from NCI-60 drug combinations with 297,098 pairs across 59 cell lines. The task is: Regression. Given two drug SMILES strings and cell line genomic features, predict the synergy score measuring deviation from expected non-interaction effect. (1) Drug 1: CC1=C2C(C(=O)C3(C(CC4C(C3C(C(C2(C)C)(CC1OC(=O)C(C(C5=CC=CC=C5)NC(=O)C6=CC=CC=C6)O)O)OC(=O)C7=CC=CC=C7)(CO4)OC(=O)C)O)C)OC(=O)C. Drug 2: CCC1=C2CN3C(=CC4=C(C3=O)COC(=O)C4(CC)O)C2=NC5=C1C=C(C=C5)O. Cell line: OVCAR-5. Synergy scores: CSS=26.0, Synergy_ZIP=-9.61, Synergy_Bliss=-6.13, Synergy_Loewe=-4.96, Synergy_HSA=-3.38. (2) Drug 1: CC1OCC2C(O1)C(C(C(O2)OC3C4COC(=O)C4C(C5=CC6=C(C=C35)OCO6)C7=CC(=C(C(=C7)OC)O)OC)O)O. Drug 2: CC=C1C(=O)NC(C(=O)OC2CC(=O)NC(C(=O)NC(CSSCCC=C2)C(=O)N1)C(C)C)C(C)C. Cell line: U251. Synergy scores: CSS=89.5, Synergy_ZIP=-1.05, Synergy_Bliss=-1.15, Synergy_Loewe=-0.527, Synergy_HSA=2.04. (3) Drug 1: CN(C)C1=NC(=NC(=N1)N(C)C)N(C)C. Drug 2: CCN(CC)CCCC(C)NC1=C2C=C(C=CC2=NC3=C1C=CC(=C3)Cl)OC. Cell line: SF-295. Synergy scores: CSS=20.5, Synergy_ZIP=-5.27, Synergy_Bliss=0.855, Synergy_Loewe=1.02, Synergy_HSA=0.966. (4) Drug 1: C1=NC2=C(N=C(N=C2N1C3C(C(C(O3)CO)O)F)Cl)N. Drug 2: C#CCC(CC1=CN=C2C(=N1)C(=NC(=N2)N)N)C3=CC=C(C=C3)C(=O)NC(CCC(=O)O)C(=O)O. Cell line: CAKI-1. Synergy scores: CSS=26.8, Synergy_ZIP=2.25, Synergy_Bliss=-1.05, Synergy_Loewe=-19.7, Synergy_HSA=-2.48. (5) Drug 1: CN(C)C1=NC(=NC(=N1)N(C)C)N(C)C. Drug 2: CNC(=O)C1=NC=CC(=C1)OC2=CC=C(C=C2)NC(=O)NC3=CC(=C(C=C3)Cl)C(F)(F)F. Cell line: KM12. Synergy scores: CSS=57.8, Synergy_ZIP=-6.87, Synergy_Bliss=-5.79, Synergy_Loewe=-5.04, Synergy_HSA=-0.355. (6) Drug 1: C1=CN(C(=O)N=C1N)C2C(C(C(O2)CO)O)(F)F. Drug 2: CS(=O)(=O)CCNCC1=CC=C(O1)C2=CC3=C(C=C2)N=CN=C3NC4=CC(=C(C=C4)OCC5=CC(=CC=C5)F)Cl. Cell line: T-47D. Synergy scores: CSS=43.3, Synergy_ZIP=-4.21, Synergy_Bliss=-3.16, Synergy_Loewe=8.06, Synergy_HSA=9.71. (7) Drug 1: C1=CC(=C2C(=C1NCCNCCO)C(=O)C3=C(C=CC(=C3C2=O)O)O)NCCNCCO. Drug 2: C(CCl)NC(=O)N(CCCl)N=O. Cell line: KM12. Synergy scores: CSS=30.1, Synergy_ZIP=-3.82, Synergy_Bliss=-1.85, Synergy_Loewe=-22.8, Synergy_HSA=-1.64. (8) Synergy scores: CSS=48.0, Synergy_ZIP=-4.64, Synergy_Bliss=0.643, Synergy_Loewe=-2.81, Synergy_HSA=2.98. Drug 1: CCC1(C2=C(COC1=O)C(=O)N3CC4=CC5=C(C=CC(=C5CN(C)C)O)N=C4C3=C2)O.Cl. Cell line: UO-31. Drug 2: CC1C(C(CC(O1)OC2CC(CC3=C2C(=C4C(=C3O)C(=O)C5=CC=CC=C5C4=O)O)(C(=O)C)O)N)O. (9) Drug 1: CC(C1=C(C=CC(=C1Cl)F)Cl)OC2=C(N=CC(=C2)C3=CN(N=C3)C4CCNCC4)N. Drug 2: CN1C(=O)N2C=NC(=C2N=N1)C(=O)N. Cell line: NCI-H460. Synergy scores: CSS=9.60, Synergy_ZIP=-0.888, Synergy_Bliss=2.43, Synergy_Loewe=-1.64, Synergy_HSA=3.41. (10) Drug 1: C(=O)(N)NO. Drug 2: CC12CCC3C(C1CCC2O)C(CC4=C3C=CC(=C4)O)CCCCCCCCCS(=O)CCCC(C(F)(F)F)(F)F. Cell line: HCT116. Synergy scores: CSS=-0.565, Synergy_ZIP=4.28, Synergy_Bliss=5.77, Synergy_Loewe=-1.80, Synergy_HSA=-0.544.